From a dataset of Full USPTO retrosynthesis dataset with 1.9M reactions from patents (1976-2016). Predict the reactants needed to synthesize the given product. Given the product [C:17]([C:16]1[CH:15]=[CH:14][C:13](/[C:9](=[N:10]/[O:11][CH3:12])/[CH2:8][O:7][C:6]2[CH:5]=[CH:4][C:3]([CH2:2][O:1][C:24]3[CH:29]=[CH:28][C:27]([CH2:30][CH2:31][C:32]([OH:34])=[O:33])=[C:26]([O:36][CH3:37])[CH:25]=3)=[CH:22][CH:21]=2)=[CH:20][CH:19]=1)#[N:18], predict the reactants needed to synthesize it. The reactants are: [OH:1][CH2:2][C:3]1[CH:22]=[CH:21][C:6]([O:7][CH2:8]/[C:9](/[C:13]2[CH:20]=[CH:19][C:16]([C:17]#[N:18])=[CH:15][CH:14]=2)=[N:10]\[O:11][CH3:12])=[CH:5][CH:4]=1.O[C:24]1[CH:29]=[CH:28][C:27]([CH2:30][CH2:31][C:32]([O:34]C)=[O:33])=[C:26]([O:36][CH3:37])[CH:25]=1.